Dataset: Experimentally validated miRNA-target interactions with 360,000+ pairs, plus equal number of negative samples. Task: Binary Classification. Given a miRNA mature sequence and a target amino acid sequence, predict their likelihood of interaction. (1) The miRNA is hsa-miR-3181 with sequence AUCGGGCCCUCGGCGCCGG. The protein sequence of the target gene is MNFALILMINTLLALLLMIITFWLPQLNGYMEKSTPYECGFDPMSPARVPFSMKFFLVAITFLLFDLEIALLLPLPWALQTTNLPLMVMSSLLLIIILALSLAYEWLQKGLDWTE. Result: 0 (no interaction). (2) The miRNA is cel-miR-359 with sequence UCACUGGUCUUUCUCUGACGAA. The protein sequence of the target gene is MASRRQKQFDRKYSSYRKFTATEDVNYSTHSSRSSYRSESLTSRTDGRGRSTSSEIIAGSESRSYPVYIAIQDYTPDKEDVEAIPLEQGQIVEVLDKKNSVRWLVRTKARPPRSGWVPGSYFETPTEFYKQRRRTREIENVSLSDEQAALVKRDQVYHELLRSEEEFVSSLRTCVDDYIKVLDDPEVPEAVKKNREELTLNIPELYNFHANVMLKGLNYYSDDPGKVGQTFVRLEKDFESHVEFYKQYADTLKLLEEPEIKRFFEGLSAKNDAGASSFVDHVKEIADRMVQYQNYFKEFV.... Result: 1 (interaction).